From a dataset of Forward reaction prediction with 1.9M reactions from USPTO patents (1976-2016). Predict the product of the given reaction. Given the reactants [C:1]([O:5][C:6]([N:8]([CH2:24][CH2:25][C:26]1[CH:31]=[CH:30][CH:29]=[CH:28][C:27]=1[OH:32])[CH:9]1[CH2:18][CH2:17][CH2:16][C:15]2[N:14]=[C:13]([C:19]([O:21][CH2:22][CH3:23])=[O:20])[CH:12]=[CH:11][C:10]1=2)=[O:7])([CH3:4])([CH3:3])[CH3:2].Br[CH2:34][C:35]1[CH:40]=[CH:39][C:38]([C:41]2[CH:46]=[CH:45][C:44]([C:47]([F:50])([F:49])[F:48])=[CH:43][CH:42]=2)=[CH:37][C:36]=1[Cl:51].C(=O)([O-])[O-].[K+].[K+], predict the reaction product. The product is: [C:1]([O:5][C:6]([N:8]([CH2:24][CH2:25][C:26]1[CH:31]=[CH:30][CH:29]=[CH:28][C:27]=1[O:32][CH2:34][C:35]1[CH:40]=[CH:39][C:38]([C:41]2[CH:42]=[CH:43][C:44]([C:47]([F:48])([F:50])[F:49])=[CH:45][CH:46]=2)=[CH:37][C:36]=1[Cl:51])[CH:9]1[CH2:18][CH2:17][CH2:16][C:15]2[N:14]=[C:13]([C:19]([O:21][CH2:22][CH3:23])=[O:20])[CH:12]=[CH:11][C:10]1=2)=[O:7])([CH3:2])([CH3:3])[CH3:4].